Dataset: Catalyst prediction with 721,799 reactions and 888 catalyst types from USPTO. Task: Predict which catalyst facilitates the given reaction. (1) Reactant: [CH3:1][O:2][C:3]1[CH:8]=[CH:7][C:6]([CH2:9][CH2:10][CH2:11][CH:12](O)[C:13]#[CH:14])=[CH:5][CH:4]=1.C1C=CC(P(C2C=CC=CC=2)C2C=CC=CC=2)=CC=1.[C:35]1(=[O:45])[NH:39][C:38](=[O:40])[C:37]2=[CH:41][CH:42]=[CH:43][CH:44]=[C:36]12.CCOC(/N=N/C(OCC)=O)=O. Product: [CH3:1][O:2][C:3]1[CH:8]=[CH:7][C:6]([CH2:9][CH2:10][CH2:11][CH:12]([N:39]2[C:35](=[O:45])[C:36]3[C:37](=[CH:41][CH:42]=[CH:43][CH:44]=3)[C:38]2=[O:40])[C:13]#[CH:14])=[CH:5][CH:4]=1. The catalyst class is: 1. (2) Reactant: C([O:8][C:9]1[C:14](=[O:15])[C:13]([CH:16]([O:21][CH3:22])[C:17]([F:20])([F:19])[F:18])=[CH:12][NH:11][C:10]=1[CH3:23])C1C=CC=CC=1. Product: [OH:8][C:9]1[C:14](=[O:15])[C:13]([CH:16]([O:21][CH3:22])[C:17]([F:18])([F:19])[F:20])=[CH:12][NH:11][C:10]=1[CH3:23]. The catalyst class is: 19. (3) Reactant: [C:1]([NH:4][C:5]1[CH:6]=[C:7]([NH:11][C:12]2[N:17]=[C:16]([NH:18][CH2:19][CH:20]3[CH2:25][CH2:24][CH2:23][NH:22][CH2:21]3)[C:15]([C:26]([NH2:28])=[O:27])=[CH:14][N:13]=2)[CH:8]=[CH:9][CH:10]=1)(=[O:3])[CH3:2].CCN(C(C)C)C(C)C.[F:38][C:39]1[CH:44]=[CH:43][C:42]([N:45]=[C:46]=[O:47])=[CH:41][CH:40]=1. Product: [C:1]([NH:4][C:5]1[CH:6]=[C:7]([NH:11][C:12]2[N:17]=[C:16]([NH:18][CH2:19][CH:20]3[CH2:25][CH2:24][CH2:23][N:22]([C:46](=[O:47])[NH:45][C:42]4[CH:43]=[CH:44][C:39]([F:38])=[CH:40][CH:41]=4)[CH2:21]3)[C:15]([C:26]([NH2:28])=[O:27])=[CH:14][N:13]=2)[CH:8]=[CH:9][CH:10]=1)(=[O:3])[CH3:2]. The catalyst class is: 2. (4) Reactant: Cl.CN.[N:4]1C=CC=C[CH:5]=1.Cl[C:11]([O:13][C:14]1[CH:19]=[CH:18][CH:17]=[CH:16][CH:15]=1)=[O:12]. The catalyst class is: 9. Product: [CH3:5][NH:4][C:11](=[O:12])[O:13][C:14]1[CH:19]=[CH:18][CH:17]=[CH:16][CH:15]=1. (5) Reactant: [O:1]=[C:2]([C:17]1[CH:22]=[CH:21][CH:20]=[CH:19][CH:18]=1)[CH2:3][C:4](=[S:16])[NH:5][C:6]1[CH:11]=[CH:10][CH:9]=[C:8]([C:12]([F:15])([F:14])[F:13])[CH:7]=1.[C:23](=O)([O-])[O-].[K+].[K+].IC. Product: [CH3:23][S:16]/[C:4](/[NH:5][C:6]1[CH:11]=[CH:10][CH:9]=[C:8]([C:12]([F:13])([F:14])[F:15])[CH:7]=1)=[CH:3]\[C:2]([C:17]1[CH:22]=[CH:21][CH:20]=[CH:19][CH:18]=1)=[O:1]. The catalyst class is: 21.